Dataset: Reaction yield outcomes from USPTO patents with 853,638 reactions. Task: Predict the reaction yield, written as a fraction of the theoretical maximum amount of product (1.0 means a 100% yield; for example, 0.34 means a 34% yield). The reactants are Cl[CH2:2][C:3]1[CH:8]=[CH:7][CH:6]=[CH:5][C:4]=1[CH2:9][C:10]([OH:12])=[O:11].[NH:13]1[CH2:18][CH2:17][O:16][CH2:15][CH2:14]1. The catalyst is C1COCC1.C(OCC)(=O)C. The product is [O:16]1[CH2:17][CH2:18][N:13]([CH2:2][C:3]2[CH:8]=[CH:7][CH:6]=[CH:5][C:4]=2[CH2:9][C:10]([OH:12])=[O:11])[CH2:14][CH2:15]1. The yield is 0.870.